This data is from NCI-60 drug combinations with 297,098 pairs across 59 cell lines. The task is: Regression. Given two drug SMILES strings and cell line genomic features, predict the synergy score measuring deviation from expected non-interaction effect. Drug 1: CC1=C2C(C(=O)C3(C(CC4C(C3C(C(C2(C)C)(CC1OC(=O)C(C(C5=CC=CC=C5)NC(=O)OC(C)(C)C)O)O)OC(=O)C6=CC=CC=C6)(CO4)OC(=O)C)OC)C)OC. Drug 2: C1=NC(=NC(=O)N1C2C(C(C(O2)CO)O)O)N. Cell line: OVCAR-5. Synergy scores: CSS=38.0, Synergy_ZIP=1.70, Synergy_Bliss=-0.0795, Synergy_Loewe=-13.6, Synergy_HSA=0.282.